From a dataset of Peptide-MHC class I binding affinity with 185,985 pairs from IEDB/IMGT. Regression. Given a peptide amino acid sequence and an MHC pseudo amino acid sequence, predict their binding affinity value. This is MHC class I binding data. (1) The MHC is HLA-A11:01 with pseudo-sequence HLA-A11:01. The peptide sequence is KLFIRQEEV. The binding affinity (normalized) is 0.0847. (2) The peptide sequence is VNGVKGIQF. The MHC is HLA-A01:01 with pseudo-sequence HLA-A01:01. The binding affinity (normalized) is 0.0847. (3) The peptide sequence is GPAFVRTKL. The MHC is HLA-B08:01 with pseudo-sequence HLA-B08:01. The binding affinity (normalized) is 0.549. (4) The peptide sequence is KEENLVNSL. The MHC is HLA-B40:01 with pseudo-sequence HLA-B40:01. The binding affinity (normalized) is 0.928. (5) The peptide sequence is LASAMRMLW. The MHC is HLA-B18:01 with pseudo-sequence HLA-B18:01. The binding affinity (normalized) is 0.286.